This data is from CYP1A2 inhibition data for predicting drug metabolism from PubChem BioAssay. The task is: Regression/Classification. Given a drug SMILES string, predict its absorption, distribution, metabolism, or excretion properties. Task type varies by dataset: regression for continuous measurements (e.g., permeability, clearance, half-life) or binary classification for categorical outcomes (e.g., BBB penetration, CYP inhibition). Dataset: cyp1a2_veith. (1) The molecule is C[C@@H]1OC(=O)C[C@H](O)C[C@H](O)C[C@H](O)CC[C@H](O)[C@H](O)CC(=O)C[C@H](O)[C@H](C(=O)O)[C@H](O)C[C@H](O[C@@H]2O[C@@H](C)[C@H](O)[C@@H](N)[C@@H]2O)C=CC=CC=CC=CCCC=CC=C[C@@](C)(O)[C@@H](O)[C@H]1C. The result is 0 (non-inhibitor). (2) The compound is CN(C)/C=C/C(=O)c1ccc(F)cc1. The result is 1 (inhibitor). (3) The drug is CC1=NC(C)(C)Cc2ccccc21.O=C(O)c1ccccc1O. The result is 0 (non-inhibitor). (4) The molecule is CC(/C=N/n1c(-c2cccnc2)n[nH]c1=S)=C\c1ccccc1. The result is 1 (inhibitor). (5) The result is 0 (non-inhibitor). The drug is CCN1C(=O)[C@H]2CC[C@H]3/C(=N\OC/C=C(\C)CCC=C(C)C)C[C@@H](O)[C@@H](O)[C@@H]3[C@@H]2C1=O.